This data is from Catalyst prediction with 721,799 reactions and 888 catalyst types from USPTO. The task is: Predict which catalyst facilitates the given reaction. (1) Reactant: C([O-])(=O)C.[K+].[B:15]1([B:15]2[O:19][C:18]([CH3:21])([CH3:20])[C:17]([CH3:23])([CH3:22])[O:16]2)[O:19][C:18]([CH3:21])([CH3:20])[C:17]([CH3:23])([CH3:22])[O:16]1.Br[C:25]1[CH:41]=[CH:40][C:28]([O:29][C:30]([CH3:39])([CH3:38])[C:31]([O:33][C:34]([CH3:37])([CH3:36])[CH3:35])=[O:32])=[CH:27][CH:26]=1. Product: [CH3:39][C:30]([O:29][C:28]1[CH:27]=[CH:26][C:25]([B:15]2[O:16][C:17]([CH3:22])([CH3:23])[C:18]([CH3:20])([CH3:21])[O:19]2)=[CH:41][CH:40]=1)([CH3:38])[C:31]([O:33][C:34]([CH3:35])([CH3:36])[CH3:37])=[O:32]. The catalyst class is: 418. (2) Reactant: [Br:1][C:2]1[CH:10]=[CH:9][C:5]([C:6]([OH:8])=O)=[CH:4][CH:3]=1.Cl.Cl.[CH2:13]([CH:15]([N:18]1[CH2:23][CH2:22][NH:21][CH2:20][CH2:19]1)[CH2:16][CH3:17])[CH3:14].Cl.CN(C)CCCN=C=NCC.O.ON1C2C=CC=CC=2N=N1.CN1CCOCC1.[OH-].[Na+]. Product: [Br:1][C:2]1[CH:3]=[CH:4][C:5]([C:6]([N:21]2[CH2:22][CH2:23][N:18]([CH:15]([CH2:16][CH3:17])[CH2:13][CH3:14])[CH2:19][CH2:20]2)=[O:8])=[CH:9][CH:10]=1. The catalyst class is: 2. (3) Reactant: [CH2:1]([O:3][C:4]1[CH:5]=[CH:6][C:7]([N+:11]([O-])=O)=[C:8]([CH3:10])[CH:9]=1)[CH3:2].[OH2:14].NN. Product: [NH2:11][C:7]1[CH:6]=[CH:5][C:4]([O:3][CH2:1][CH3:2])=[CH:9][C:8]=1[CH2:10][OH:14]. The catalyst class is: 50. (4) Reactant: [CH:1]([C:3]1[CH:11]=[C:10]2[C:6]([CH:7]=[N:8][NH:9]2)=[CH:5][CH:4]=1)=O.[C:12]([CH2:14][C:15]([NH2:17])=[O:16])#[N:13].N1CCCCC1. Product: [C:12]([C:14](=[CH:1][C:3]1[CH:11]=[C:10]2[C:6]([CH:7]=[N:8][NH:9]2)=[CH:5][CH:4]=1)[C:15]([NH2:17])=[O:16])#[N:13]. The catalyst class is: 1. (5) Reactant: [CH2:1]([O:3][C:4](=[O:20])[CH:5]([O:17][CH2:18][CH3:19])[CH2:6][C:7]1[CH:12]=[CH:11][C:10]([OH:13])=[CH:9][C:8]=1[O:14][CH2:15][CH3:16])[CH3:2].[CH3:21][C:22]1[S:26][C:25]([C:27]2[CH:32]=[CH:31][CH:30]=[CH:29][CH:28]=2)=[N:24][C:23]=1[CH2:33][CH2:34]O.C1(P(C2C=CC=CC=2)C2C=CC=CC=2)C=CC=CC=1.N(C(OC(C)(C)C)=O)=NC(OC(C)(C)C)=O. Product: [CH2:1]([O:3][C:4](=[O:20])[CH:5]([O:17][CH2:18][CH3:19])[CH2:6][C:7]1[CH:12]=[CH:11][C:10]([O:13][CH2:34][CH2:33][C:23]2[N:24]=[C:25]([C:27]3[CH:32]=[CH:31][CH:30]=[CH:29][CH:28]=3)[S:26][C:22]=2[CH3:21])=[CH:9][C:8]=1[O:14][CH2:15][CH3:16])[CH3:2]. The catalyst class is: 7. (6) Reactant: [NH2:1][C:2]1[CH:9]=[CH:8][C:5]([CH2:6][OH:7])=[CH:4][CH:3]=1.[OH-].[Na+].[C:12](O[C:12]([O:14][C:15]([CH3:18])([CH3:17])[CH3:16])=[O:13])([O:14][C:15]([CH3:18])([CH3:17])[CH3:16])=[O:13]. Product: [OH:7][CH2:6][C:5]1[CH:8]=[CH:9][C:2]([NH:1][C:12](=[O:13])[O:14][C:15]([CH3:18])([CH3:17])[CH3:16])=[CH:3][CH:4]=1. The catalyst class is: 708. (7) Reactant: [C:1]([C:3]1[CH:8]=[CH:7][CH:6]=[CH:5][C:4]=1[OH:9])#[N:2].Br[CH2:11][C:12]([C:14]1[CH:19]=[CH:18][C:17]([Cl:20])=[CH:16][CH:15]=1)=[O:13].C(=O)([O-])[O-].[K+].[K+]. Product: [NH2:2][C:1]1[C:3]2[CH:8]=[CH:7][CH:6]=[CH:5][C:4]=2[O:9][C:11]=1[C:12]([C:14]1[CH:19]=[CH:18][C:17]([Cl:20])=[CH:16][CH:15]=1)=[O:13]. The catalyst class is: 21. (8) Reactant: [NH:1]1[CH:5]=[CH:4][C:3]([C:6]([OH:8])=O)=[N:2]1.S(Cl)(Cl)=O.O[N:14]=[C:15]([C:17]1[N:18]=[N:19][N:20]([CH2:22][C:23]2[CH:28]=[C:27]([Cl:29])[C:26]([Cl:30])=[C:25]([Cl:31])[CH:24]=2)[CH:21]=1)[NH2:16].C(N(CC)CC)C.[H-].[Na+]. Product: [NH:2]1[C:3]([C:6]2[O:8][N:16]=[C:15]([C:17]3[N:18]=[N:19][N:20]([CH2:22][C:23]4[CH:24]=[C:25]([Cl:31])[C:26]([Cl:30])=[C:27]([Cl:29])[CH:28]=4)[CH:21]=3)[N:14]=2)=[CH:4][CH:5]=[N:1]1. The catalyst class is: 517. (9) Reactant: [OH:1][C:2]1[CH:11]=[C:10]2[C:5]([C:6](=O)[CH2:7][C:8]([CH3:13])([CH3:12])[O:9]2)=[CH:4][CH:3]=1.C([O-])(=O)C.[Na+].[CH3:20][O:21][NH2:22].Cl. Product: [CH3:20][O:21][N:22]=[C:6]1[C:5]2[C:10](=[CH:11][C:2]([OH:1])=[CH:3][CH:4]=2)[O:9][C:8]([CH3:13])([CH3:12])[CH2:7]1. The catalyst class is: 5. (10) Reactant: [CH2:1]([O:8][C:9]1[CH:14]=[CH:13][C:12]([C@H:15]2[CH2:20][CH2:19][N:18](C(OC(C)(C)C)=O)[CH2:17][C@@H:16]2[OH:28])=[CH:11][CH:10]=1)[C:2]1[CH:7]=[CH:6][CH:5]=[CH:4][CH:3]=1.[ClH:29]. Product: [ClH:29].[CH2:1]([O:8][C:9]1[CH:14]=[CH:13][C:12]([C@H:15]2[CH2:20][CH2:19][NH:18][CH2:17][C@@H:16]2[OH:28])=[CH:11][CH:10]=1)[C:2]1[CH:3]=[CH:4][CH:5]=[CH:6][CH:7]=1. The catalyst class is: 12.